The task is: Predict the reaction yield, written as a fraction of the theoretical maximum amount of product (1.0 means a 100% yield; for example, 0.34 means a 34% yield).. This data is from Reaction yield outcomes from USPTO patents with 853,638 reactions. (1) The reactants are C(N(S(F)(F)[F:7])CC)C.[Br:10][C:11]1[N:12]=[C:13]([C:16]2(O)[CH2:21][CH2:20][N:19]([C:22]([O:24][C:25]([CH3:28])([CH3:27])[CH3:26])=[O:23])[CH2:18][CH2:17]2)[S:14][CH:15]=1. The catalyst is ClCCl. The product is [Br:10][C:11]1[N:12]=[C:13]([C:16]2([F:7])[CH2:21][CH2:20][N:19]([C:22]([O:24][C:25]([CH3:28])([CH3:27])[CH3:26])=[O:23])[CH2:18][CH2:17]2)[S:14][CH:15]=1. The yield is 0.780. (2) The reactants are C1C=CC(C2C=CC=CC=2)=CC=1.C1C=CC(OC2C=CC=CC=2)=CC=1.[Cl:26][C:27]1[CH:32]=[CH:31][C:30]([C:33]([F:36])([F:35])[F:34])=[CH:29][C:28]=1[NH:37][CH:38]=[C:39]([C:45](OCC)=[O:46])[C:40]([O:42][CH2:43][CH3:44])=[O:41]. No catalyst specified. The product is [Cl:26][C:27]1[CH:32]=[CH:31][C:30]([C:33]([F:34])([F:35])[F:36])=[C:29]2[C:28]=1[NH:37][CH:38]=[C:39]([C:40]([O:42][CH2:43][CH3:44])=[O:41])[C:45]2=[O:46]. The yield is 0.650. (3) The reactants are C1[O:5][CH:2]1[CH:3]=[CH2:4].[CH2:6]([NH2:9])[CH:7]=[CH2:8].[C:10](O[C:10]([O:12][C:13]([CH3:16])([CH3:15])[CH3:14])=[O:11])([O:12][C:13]([CH3:16])([CH3:15])[CH3:14])=[O:11]. The yield is 0.650. The product is [C:13]([O:12][C:10](=[O:11])[N:9]([CH2:6][CH:7]=[CH2:8])[CH:2]([OH:5])[CH:3]=[CH2:4])([CH3:16])([CH3:15])[CH3:14]. The catalyst is O. (4) The reactants are [Cl:1][CH2:2][CH2:3][CH2:4][Si:5](Cl)([CH3:7])[CH3:6].[CH2:9]([Mg]Cl)[C:10](=[CH2:12])[CH3:11]. The catalyst is C1COCC1. The product is [Cl:1][CH2:2][CH2:3][CH2:4][Si:5]([CH3:7])([CH3:6])[CH2:9][C:10](=[CH2:12])[CH3:11]. The yield is 0.890.